The task is: Predict the product of the given reaction.. This data is from Forward reaction prediction with 1.9M reactions from USPTO patents (1976-2016). (1) Given the reactants [CH3:1][N:2]1[C:6]([N:7]2[CH:11]=[C:10]([C:12]3[CH:13]=[C:14]([CH:24]=[CH:25][CH:26]=3)[CH2:15][NH:16]C(=O)OC(C)(C)C)[N:9]=[CH:8]2)=[C:5]([C:27]([F:30])([F:29])[F:28])[C:4]([C:31]([F:37])([F:36])[C:32]([F:35])([F:34])[F:33])=[N:3]1.[ClH:38], predict the reaction product. The product is: [ClH:38].[CH3:1][N:2]1[C:6]([N:7]2[CH:11]=[C:10]([C:12]3[CH:13]=[C:14]([CH2:15][NH2:16])[CH:24]=[CH:25][CH:26]=3)[N:9]=[CH:8]2)=[C:5]([C:27]([F:30])([F:29])[F:28])[C:4]([C:31]([F:37])([F:36])[C:32]([F:33])([F:35])[F:34])=[N:3]1. (2) The product is: [CH2:18]([N:20]([CH2:21][CH3:22])[C:15]([C:11]1[CH:12]=[N:13][O:14][C:10]=1[C:7]1[CH:6]=[CH:5][C:4]([N+:1]([O-:3])=[O:2])=[CH:9][CH:8]=1)=[O:17])[CH3:19]. Given the reactants [N+:1]([C:4]1[CH:9]=[CH:8][C:7]([C:10]2[O:14][N:13]=[CH:12][C:11]=2[C:15]([OH:17])=O)=[CH:6][CH:5]=1)([O-:3])=[O:2].[CH2:18]([NH:20][CH2:21][CH3:22])[CH3:19], predict the reaction product. (3) Given the reactants [Cl:1][C:2]1[CH:7]=[CH:6][N:5]=[C:4]2[N:8]([C:13]3[N:18]=[CH:17][CH:16]=[CH:15][N:14]=3)[CH:9]=[C:10]([CH:11]=[O:12])[C:3]=12.Cl([O-])=[O:20].[Na+].S(=O)(=O)(O)N, predict the reaction product. The product is: [Cl:1][C:2]1[CH:7]=[CH:6][N:5]=[C:4]2[N:8]([C:13]3[N:18]=[CH:17][CH:16]=[CH:15][N:14]=3)[CH:9]=[C:10]([C:11]([OH:20])=[O:12])[C:3]=12. (4) Given the reactants Cl[CH2:2][C:3]([O:5][CH3:6])=[O:4].[NH2:7][C:8]1[N:9]([C:14]2[C:23]3[C:18](=[CH:19][CH:20]=[CH:21][CH:22]=3)[C:17]([CH:24]3[CH2:26][CH2:25]3)=[CH:16][CH:15]=2)[C:10]([SH:13])=[N:11][N:12]=1.C(=O)([O-])[O-].[K+].[K+], predict the reaction product. The product is: [NH2:7][C:8]1[N:9]([C:14]2[C:23]3[C:18](=[CH:19][CH:20]=[CH:21][CH:22]=3)[C:17]([CH:24]3[CH2:26][CH2:25]3)=[CH:16][CH:15]=2)[C:10]([S:13][CH2:2][C:3]([O:5][CH3:6])=[O:4])=[N:11][N:12]=1. (5) The product is: [NH2:1][C:4]1[CH:5]=[C:6]([NH:10][C:11]2[C:16]([F:17])=[CH:15][N:14]=[C:13]([NH:18][C:19]3[CH:20]=[CH:21][C:22]4[O:27][CH2:26][CH:25]=[N:24][C:23]=4[CH:29]=3)[N:12]=2)[CH:7]=[CH:8][CH:9]=1. Given the reactants [N+:1]([C:4]1[CH:5]=[C:6]([NH:10][C:11]2[C:16]([F:17])=[CH:15][N:14]=[C:13]([NH:18][C:19]3[CH:20]=[CH:21][C:22]4[O:27][CH2:26][C:25](=O)[NH:24][C:23]=4[CH:29]=3)[N:12]=2)[CH:7]=[CH:8][CH:9]=1)([O-])=O.O.Cl, predict the reaction product. (6) Given the reactants [OH:1][C:2]1[C:3]([O:14][CH3:15])=[CH:4][C:5]([N+:11]([O-:13])=[O:12])=[C:6]([CH:10]=1)[C:7]([OH:9])=[O:8].OS(O)(=O)=O.[C:21](=O)([O-])[O-].[K+].[K+].C(O)(=O)C, predict the reaction product. The product is: [OH:1][C:2]1[C:3]([O:14][CH3:15])=[CH:4][C:5]([N+:11]([O-:13])=[O:12])=[C:6]([CH:10]=1)[C:7]([O:9][CH3:21])=[O:8]. (7) Given the reactants [F:1][C:2]1[CH:18]=[CH:17][CH:16]=[C:15]([F:19])[C:3]=1[CH2:4][O:5][C:6]1[CH:11]=[CH:10][C:9]([CH2:12][C:13]#[N:14])=[CH:8][CH:7]=1.[N-:20]=[N+:21]=[N-:22].[Na+].[Cl-].[NH4+], predict the reaction product. The product is: [F:1][C:2]1[CH:18]=[CH:17][CH:16]=[C:15]([F:19])[C:3]=1[CH2:4][O:5][C:6]1[CH:7]=[CH:8][C:9]([CH2:12][C:13]2[NH:22][N:21]=[N:20][N:14]=2)=[CH:10][CH:11]=1.